This data is from Catalyst prediction with 721,799 reactions and 888 catalyst types from USPTO. The task is: Predict which catalyst facilitates the given reaction. (1) Reactant: Cl[C:2]1[C:7]([C:8]#[N:9])=[CH:6][N:5]=[C:4]2[C:10]3[CH:16]=[CH:15][CH:14]=[CH:13][C:11]=3[O:12][C:3]=12.[O:17]([C:24]1[CH:30]=[CH:29][C:27]([NH2:28])=[CH:26][CH:25]=1)[C:18]1[CH:23]=[CH:22][CH:21]=[CH:20][CH:19]=1. Product: [O:17]([C:24]1[CH:25]=[CH:26][C:27]([NH:28][C:2]2[C:7]([C:8]#[N:9])=[CH:6][N:5]=[C:4]3[C:10]4[CH:16]=[CH:15][CH:14]=[CH:13][C:11]=4[O:12][C:3]=23)=[CH:29][CH:30]=1)[C:18]1[CH:23]=[CH:22][CH:21]=[CH:20][CH:19]=1. The catalyst class is: 486. (2) Reactant: [C:1]([O:5][C:6]([N:8]1[CH2:12][CH:11]=[C:10](OS(C(F)(F)F)(=O)=O)[CH2:9]1)=[O:7])([CH3:4])([CH3:3])[CH3:2].[Br-].[S:22]1[CH:26]=[CH:25][CH:24]=[C:23]1[Zn+]. Product: [C:1]([O:5][C:6]([N:8]1[CH2:12][CH:11]=[C:10]([C:23]2[S:22][CH:26]=[CH:25][CH:24]=2)[CH2:9]1)=[O:7])([CH3:2])([CH3:3])[CH3:4]. The catalyst class is: 176. (3) The catalyst class is: 9. Reactant: [N:1]1([C:7]2[CH:12]=[CH:11][C:10]([C:13]3[CH:22]=[C:21]4[C:16]([CH:17]=[CH:18][CH:19]=[N:20]4)=[C:15]([N:23]4[CH2:27][CH2:26][CH:25]([C:28](O)=[O:29])[CH2:24]4)[N:14]=3)=[CH:9][CH:8]=2)[CH2:6][CH2:5][O:4][CH2:3][CH2:2]1.[N:31]1(OC(N(C)C)=[N+](C)C)C2C=CC=CC=2N=N1.F[B-](F)(F)F.C(N(CC)CC)C.N. Product: [N:1]1([C:7]2[CH:12]=[CH:11][C:10]([C:13]3[CH:22]=[C:21]4[C:16]([CH:17]=[CH:18][CH:19]=[N:20]4)=[C:15]([N:23]4[CH2:27][CH2:26][CH:25]([C:28]([NH2:31])=[O:29])[CH2:24]4)[N:14]=3)=[CH:9][CH:8]=2)[CH2:2][CH2:3][O:4][CH2:5][CH2:6]1. (4) Reactant: [CH:1]([O:4][C:5]1[CH:14]=[C:13]([C:15]([F:18])([F:17])[F:16])[C:12]2[C:11]3[O:19][C@H:20]4[CH2:25][CH2:24][CH2:23][C@H:21]4[NH:22][C:10]=3[CH:9]=[CH:8][C:7]=2[N:6]=1)([CH3:3])[CH3:2].[BH4-].[Na+]. Product: [CH:1]([O:4][C:5]1[CH:14]=[C:13]([C:15]([F:17])([F:16])[F:18])[C:12]2[C:11]3[O:19][C@H:20]4[CH2:25][CH2:24][CH2:23][C@H:21]4[N:22]([CH2:13][C:15]([F:18])([F:17])[F:16])[C:10]=3[CH:9]=[CH:8][C:7]=2[N:6]=1)([CH3:3])[CH3:2]. The catalyst class is: 67. (5) Reactant: [CH3:1][CH:2]1[CH2:7][NH:6][CH2:5][CH:4]([CH3:8])[NH:3]1.[Cl:9][C:10]1[N:15]=[CH:14][CH:13]=[CH:12][N:11]=1. Product: [ClH:9].[ClH:9].[CH3:1][CH:2]1[CH2:7][N:6]([C:10]2[N:15]=[CH:14][CH:13]=[CH:12][N:11]=2)[CH2:5][CH:4]([CH3:8])[NH:3]1. The catalyst class is: 8. (6) Reactant: FC(F)(F)C(O)=O.C(OC([N:15]1[CH2:20][CH2:19][O:18][CH2:17][CH:16]1[C:21]1[N:25]=[C:24]([C:26]2[CH:31]=[CH:30][CH:29]=[C:28]([Cl:32])[CH:27]=2)[O:23][N:22]=1)=O)(C)(C)C.O.C(=O)(O)[O-].[Na+]. Product: [Cl:32][C:28]1[CH:27]=[C:26]([C:24]2[O:23][N:22]=[C:21]([CH:16]3[CH2:17][O:18][CH2:19][CH2:20][NH:15]3)[N:25]=2)[CH:31]=[CH:30][CH:29]=1. The catalyst class is: 4. (7) Reactant: [CH2:1]([N:8]1[CH2:12][C@H:11]([C:13]2[CH:18]=[CH:17][CH:16]=[CH:15][CH:14]=2)[C@@H:10]([C:19](N2[C@@H](CC3C=CC=CC=3)COC2=O)=[O:20])[CH2:9]1)[C:2]1[CH:7]=[CH:6][CH:5]=[CH:4][CH:3]=1.[H-].[Al+3].[Li+].[H-].[H-].[H-]. Product: [CH2:1]([N:8]1[CH2:12][C@H:11]([C:13]2[CH:18]=[CH:17][CH:16]=[CH:15][CH:14]=2)[C@@H:10]([CH2:19][OH:20])[CH2:9]1)[C:2]1[CH:3]=[CH:4][CH:5]=[CH:6][CH:7]=1. The catalyst class is: 1.